Dataset: Full USPTO retrosynthesis dataset with 1.9M reactions from patents (1976-2016). Task: Predict the reactants needed to synthesize the given product. Given the product [NH:11]([C:18]1[C:23]([Br:24])=[CH:22][N:21]=[C:20]([NH:1][C:2]2[CH:9]=[CH:8][C:5]([CH2:6][NH2:7])=[CH:4][CH:3]=2)[N:19]=1)[C:12]1[CH:17]=[CH:16][CH:15]=[CH:14][CH:13]=1, predict the reactants needed to synthesize it. The reactants are: [NH2:1][C:2]1[CH:9]=[CH:8][C:5]([CH2:6][NH2:7])=[CH:4][CH:3]=1.Cl.[NH:11]([C:18]1[C:23]([Br:24])=[CH:22][N:21]=[C:20](Cl)[N:19]=1)[C:12]1[CH:17]=[CH:16][CH:15]=[CH:14][CH:13]=1.